From a dataset of Peptide-MHC class I binding affinity with 185,985 pairs from IEDB/IMGT. Regression. Given a peptide amino acid sequence and an MHC pseudo amino acid sequence, predict their binding affinity value. This is MHC class I binding data. (1) The peptide sequence is RLFDFNKQA. The MHC is HLA-A02:02 with pseudo-sequence HLA-A02:02. The binding affinity (normalized) is 0.560. (2) The peptide sequence is QHSTTLFKI. The MHC is HLA-A24:02 with pseudo-sequence HLA-A24:02. The binding affinity (normalized) is 0.292. (3) The peptide sequence is KLSYRNKPS. The MHC is HLA-A02:01 with pseudo-sequence HLA-A02:01. The binding affinity (normalized) is 0. (4) The peptide sequence is YTGYNNYYG. The MHC is H-2-Db with pseudo-sequence H-2-Db. The binding affinity (normalized) is 0.372. (5) The peptide sequence is FSLPSSSSY. The MHC is HLA-A68:02 with pseudo-sequence HLA-A68:02. The binding affinity (normalized) is 0.0847. (6) The peptide sequence is RPPIFIRRL. The MHC is HLA-A24:02 with pseudo-sequence HLA-A24:02. The binding affinity (normalized) is 0. (7) The peptide sequence is PTDYAKPQY. The MHC is HLA-B58:01 with pseudo-sequence HLA-B58:01. The binding affinity (normalized) is 0.0847. (8) The peptide sequence is YMTLQAVTF. The MHC is HLA-B27:05 with pseudo-sequence HLA-B27:05. The binding affinity (normalized) is 0.386. (9) The peptide sequence is WPILGFFPM. The MHC is HLA-B83:01 with pseudo-sequence HLA-B83:01. The binding affinity (normalized) is 0.558. (10) The peptide sequence is RPAPATGAL. The MHC is HLA-A01:01 with pseudo-sequence HLA-A01:01. The binding affinity (normalized) is 0.0847.